From a dataset of Full USPTO retrosynthesis dataset with 1.9M reactions from patents (1976-2016). Predict the reactants needed to synthesize the given product. (1) Given the product [CH2:20]([O:19][C:17](=[O:18])[CH2:16][O:15][C:11]1[CH:10]=[CH:9][CH:8]=[C:7]2[C:12]=1[CH2:13][CH2:14][C:4]1[S:3][C:2]([S:1][CH2:27][CH:28]([C:29]3[CH:34]=[CH:33][CH:32]=[CH:31][CH:30]=3)[C:35]3[CH:40]=[CH:39][CH:38]=[CH:37][CH:36]=3)=[N:6][C:5]=12)[CH3:21], predict the reactants needed to synthesize it. The reactants are: [SH:1][C:2]1[S:3][C:4]2[CH2:14][CH2:13][C:12]3[C:7](=[CH:8][CH:9]=[CH:10][C:11]=3[O:15][CH2:16][C:17]([O:19][CH2:20][CH3:21])=[O:18])[C:5]=2[N:6]=1.CS(O[CH2:27][CH:28]([C:35]1[CH:40]=[CH:39][CH:38]=[CH:37][CH:36]=1)[C:29]1[CH:34]=[CH:33][CH:32]=[CH:31][CH:30]=1)(=O)=O.C(=O)([O-])[O-].[K+].[K+]. (2) The reactants are: [C:1]([O:5][C:6](=[O:9])[CH2:7][NH2:8])([CH3:4])([CH3:3])[CH3:2].[CH3:10][CH2:11][C:12](=O)[CH2:13][CH3:14]. Given the product [C:1]([O:5][C:6](=[O:9])[CH2:7][N:8]=[C:12]([CH2:13][CH3:14])[CH2:11][CH3:10])([CH3:4])([CH3:3])[CH3:2], predict the reactants needed to synthesize it. (3) Given the product [OH:70][C:56]1[CH:55]=[C:54]([OH:53])[CH:78]=[C:58]2[C:57]=1[CH:9]=[CH:10][C:11](=[O:12])[O:59]2, predict the reactants needed to synthesize it. The reactants are: P([O-])([O-])([O-])=O.[K+].[K+].[K+].[CH3:9][C@:10]12CC[C@H]3[C@@H](CCC4[C@]3(C)[CH2:9][CH2:10][C:11](=[O:12])C=4)[C@@H]1CC[C:11]2=[O:12].C1N=C(N)C2N=CN([C@@H:58]3[O:59][C@H:55]([CH2:54][O:53]P(OP([O:53][CH2:54][C@H:55]4[O:59][C@@H:58](N5C=C(C(N)=O)CC=C5)[C@H:57](O)[C@@H:56]4[OH:70])(O)=O)(O)=O)[C@@H:56]([OH:70])[C@H:57]3OP(O)(O)=O)C=2N=1.[CH3:78]S(C)=O. (4) Given the product [CH2:3]1[CH:2]2[CH2:1][CH:4]3[C:5]([CH:10]2[C:11]1=[O:13])=[CH:6][CH2:7][CH2:8][CH2:9]3, predict the reactants needed to synthesize it. The reactants are: [CH2:1]([CH:4]1[CH2:9][CH2:8][CH2:7][CH2:6][C:5]1=[CH:10][C:11]([OH:13])=O)[CH:2]=[CH2:3].C(N(CC)CC)C. (5) The reactants are: [C:1]([NH:4][C:5]1[S:6][C:7]([C:11]2[CH:16]=[CH:15][C:14]([S:17](Cl)(=[O:19])=[O:18])=[CH:13][CH:12]=2)=[C:8]([CH3:10])[N:9]=1)(=[O:3])[CH3:2].C(=O)([O-])[O-].[Na+].[Na+].[NH3:27].C(OCC)C. Given the product [CH3:10][C:8]1[N:9]=[C:5]([NH:4][C:1](=[O:3])[CH3:2])[S:6][C:7]=1[C:11]1[CH:16]=[CH:15][C:14]([S:17](=[O:19])(=[O:18])[NH2:27])=[CH:13][CH:12]=1, predict the reactants needed to synthesize it.